From a dataset of Peptide-MHC class II binding affinity with 134,281 pairs from IEDB. Regression. Given a peptide amino acid sequence and an MHC pseudo amino acid sequence, predict their binding affinity value. This is MHC class II binding data. (1) The peptide sequence is FRELVRNCDLPVWLS. The MHC is DRB1_0901 with pseudo-sequence DRB1_0901. The binding affinity (normalized) is 0.548. (2) The peptide sequence is DMRLLSLAVSSAVPT. The MHC is HLA-DQA10201-DQB10301 with pseudo-sequence HLA-DQA10201-DQB10301. The binding affinity (normalized) is 0.738.